This data is from Forward reaction prediction with 1.9M reactions from USPTO patents (1976-2016). The task is: Predict the product of the given reaction. (1) Given the reactants [CH:1]([NH:4][C:5]1[C:14]2[C:9](=[CH:10][C:11]([C:15]3[CH:20]=CC(S(C)(=O)=O)=C[CH:16]=3)=[CH:12][CH:13]=2)[N:8]=[N:7][C:6]=1[C:25]([NH:27][CH3:28])=[O:26])([CH3:3])[CH3:2].[C:29]([B-](F)(F)F)(C)=[CH2:30].[K+].CCN(CC)CC, predict the reaction product. The product is: [CH:3]1([C@H:1]([NH:4][C:5]2[C:14]3[C:9](=[CH:10][C:11]([C:15]([CH3:20])=[CH2:16])=[CH:12][CH:13]=3)[N:8]=[N:7][C:6]=2[C:25]([NH:27][CH3:28])=[O:26])[CH3:2])[CH2:30][CH2:29]1. (2) Given the reactants [I:1][C:2]1[C:10]2[C:5](=[N:6][CH:7]=[CH:8][CH:9]=2)[NH:4][N:3]=1.[CH3:11]C(C)([O-])C.[K+].IC, predict the reaction product. The product is: [I:1][C:2]1[C:10]2[C:5](=[N:6][CH:7]=[CH:8][CH:9]=2)[N:4]([CH3:11])[N:3]=1. (3) Given the reactants [CH3:1][NH:2][N:3]=[CH:4][C:5](=[O:7])[CH3:6].[CH2:8]([C:12]1[CH:17]=[CH:16][C:15]([C:18](=O)[CH:19]=[O:20])=[CH:14][CH:13]=1)[CH:9]([CH3:11])[CH3:10].C(Cl)(Cl)Cl.CCCCCC.C(OCC)(=O)C, predict the reaction product. The product is: [OH:20][C:19]1[C:4]([C:5](=[O:7])[CH3:6])=[N:3][N:2]([CH3:1])[C:18]=1[C:15]1[CH:16]=[CH:17][C:12]([CH2:8][CH:9]([CH3:11])[CH3:10])=[CH:13][CH:14]=1. (4) Given the reactants Br[C:2]1[CH:6]=[C:5]([C:7]2[CH:12]=[CH:11][CH:10]=[C:9]([C:13]([F:16])([F:15])[F:14])[CH:8]=2)[S:4][C:3]=1[CH3:17].C([Li])CCC.CN(C)[CH:25]=[O:26].Cl, predict the reaction product. The product is: [CH3:17][C:3]1[S:4][C:5]([C:7]2[CH:12]=[CH:11][CH:10]=[C:9]([C:13]([F:16])([F:15])[F:14])[CH:8]=2)=[CH:6][C:2]=1[CH:25]=[O:26]. (5) Given the reactants [OH:1][C:2]1[CH:11]=[CH:10][CH:9]=[C:8]2[C:3]=1[CH2:4][CH2:5][C:6](=[O:12])[CH2:7]2.Cl[C:14]1[CH:22]=[CH:21][C:17]([C:18]([NH2:20])=[O:19])=[CH:16][N:15]=1.C([O-])([O-])=O.[K+].[K+], predict the reaction product. The product is: [O:12]=[C:6]1[CH2:5][CH2:4][C:3]2[C:2]([O:1][C:14]3[CH:22]=[CH:21][C:17]([C:18]([NH2:20])=[O:19])=[CH:16][N:15]=3)=[CH:11][CH:10]=[CH:9][C:8]=2[CH2:7]1. (6) Given the reactants [Cl:1][C:2]1[CH:7]=[CH:6][CH:5]=[CH:4][C:3]=1[CH:8]([N:12]1[CH2:17][CH2:16][C:15]2[S:18][CH:19]=[CH:20][C:14]=2[CH2:13]1)[C:9]([O-:11])=[O:10].O.[C@:22]12(CS(O)(=O)=O)C(C)(C)C(CC1)CC2=O.C(OCC)(=O)C.C([O-])(O)=O.[Na+], predict the reaction product. The product is: [Cl:1][C:2]1[CH:7]=[CH:6][CH:5]=[CH:4][C:3]=1[CH:8]([N:12]1[CH2:17][CH2:16][C:15]2[S:18][CH:19]=[CH:20][C:14]=2[CH2:13]1)[C:9]([O:11][CH3:22])=[O:10].